Dataset: Retrosynthesis with 50K atom-mapped reactions and 10 reaction types from USPTO. Task: Predict the reactants needed to synthesize the given product. (1) Given the product NC(=O)c1nn(CC(=O)N2C[C@H](F)C[C@H]2C(=O)Nc2cccc(-c3ccccc3Cl)c2F)c2ccc(Nc3cncnc3)cc12, predict the reactants needed to synthesize it. The reactants are: NC(=O)c1nn(CC(=O)O)c2ccc(Nc3cncnc3)cc12.O=C(Nc1cccc(-c2ccccc2Cl)c1F)[C@@H]1C[C@@H](F)CN1. (2) Given the product CC(C)CCn1c(Cn2c(=O)n(C3CC3)c(=O)c3ccccc32)nc2cc(CN(C)C(=O)OC(C)(C)C)ccc21, predict the reactants needed to synthesize it. The reactants are: CC(C)CCn1c(Cn2c(=O)n(C3CC3)c(=O)c3ccccc32)nc2cc(CNC(=O)OC(C)(C)C)ccc21.CI. (3) Given the product Cn1c(N2CCN(CCCOc3ccccc3)CC2)cc(=O)[nH]c1=O, predict the reactants needed to synthesize it. The reactants are: Cn1c(Cl)cc(=O)[nH]c1=O.c1ccc(OCCCN2CCNCC2)cc1. (4) The reactants are: CN(C(=O)N(C)[C@@H]1CN(C(=O)C2CCNCC2)C[C@H]1c1ccc(F)cc1)c1cc(C(F)(F)F)cc(C(F)(F)F)c1.O=C(O)C1CCOCC1. Given the product CN(C(=O)N(C)[C@@H]1CN(C(=O)C2CCN(C(=O)C3CCOCC3)CC2)C[C@H]1c1ccc(F)cc1)c1cc(C(F)(F)F)cc(C(F)(F)F)c1, predict the reactants needed to synthesize it. (5) Given the product Cc1c(C(=O)Nc2ccc(Oc3ccnc(N)c3Cl)c(F)c2)c(=O)n(-c2ccccc2)n1C, predict the reactants needed to synthesize it. The reactants are: Cc1c(C(=O)Nc2ccc(Oc3ccnc(C(N)=O)c3Cl)c(F)c2)c(=O)n(-c2ccccc2)n1C. (6) Given the product O=C(O)c1ccc(-c2cc3ccc(O)cc3cc2O)cc1, predict the reactants needed to synthesize it. The reactants are: O=C(O)c1ccc(B(O)O)cc1.Oc1ccc2cc(Br)c(O)cc2c1. (7) Given the product COc1ccccc1Sc1ccc2c(c1)C=C(C)C(C)(C)O2, predict the reactants needed to synthesize it. The reactants are: CC1=Cc2cc(Br)ccc2OC1(C)C.COc1ccccc1S.